From a dataset of Forward reaction prediction with 1.9M reactions from USPTO patents (1976-2016). Predict the product of the given reaction. (1) Given the reactants [CH2:1]([N:8]1[CH2:12][CH2:11][C:10]2([C:20]3[C:15](=[CH:16][CH:17]=[CH:18][C:19]=3[CH2:21][NH2:22])[N:14](CC3C=CC(OC)=CC=3)[CH2:13]2)[CH2:9]1)[C:2]1[CH:7]=[CH:6][CH:5]=[CH:4][CH:3]=1.[C:32]([OH:38])([C:34]([F:37])([F:36])[F:35])=[O:33], predict the reaction product. The product is: [F:35][C:34]([F:37])([F:36])[C:32]([OH:38])=[O:33].[CH2:1]([N:8]1[CH2:12][CH2:11][C:10]2([C:20]3[C:15](=[CH:16][CH:17]=[CH:18][C:19]=3[CH2:21][NH2:22])[NH:14][CH2:13]2)[CH2:9]1)[C:2]1[CH:7]=[CH:6][CH:5]=[CH:4][CH:3]=1. (2) Given the reactants C(OC([N:8]1[CH2:12][CH2:11][C@H:10]([O:13][C:14]2[CH:15]=[CH:16][C:17]3[O:22][CH2:21][CH2:20][N:19]([C:23]4[CH:24]=[N:25][C:26]([O:37][CH3:38])=[C:27]([NH:29]C(OC(C)(C)C)=O)[CH:28]=4)[C:18]=3[CH:39]=2)[CH2:9]1)=O)(C)(C)C.C(O)(C(F)(F)F)=O, predict the reaction product. The product is: [CH3:38][O:37][C:26]1[C:27]([NH2:29])=[CH:28][C:23]([N:19]2[C:18]3[CH:39]=[C:14]([O:13][C@H:10]4[CH2:11][CH2:12][NH:8][CH2:9]4)[CH:15]=[CH:16][C:17]=3[O:22][CH2:21][CH2:20]2)=[CH:24][N:25]=1. (3) Given the reactants [Cl-].[Al+3].[Cl-].[Cl-].[I].[Na].[OH:7][C:8]1[C:15]([C:16]#[N:17])=[C:14]([OH:18])[C:13]([O:19]C)=[CH:12][C:9]=1[C:10]#[N:11].Cl.S([O-])([O-])(=O)=O.[Na+].[Na+], predict the reaction product. The product is: [OH:7][C:8]1[C:15]([C:16]#[N:17])=[C:14]([OH:18])[C:13]([OH:19])=[CH:12][C:9]=1[C:10]#[N:11]. (4) Given the reactants C(N(CC)C(C)C)(C)C.[CH2:10]([N:12]=[C:13]=[O:14])[CH3:11].[Si:15]([O:22][C:23]1[CH:28]=[C:27]([O:29][Si:30]([C:33]([CH3:36])([CH3:35])[CH3:34])([CH3:32])[CH3:31])[CH:26]=[CH:25][C:24]=1[C@H:37]1[CH2:42][CH2:41][C@H:40]([OH:43])[CH2:39][CH2:38]1)([C:18]([CH3:21])([CH3:20])[CH3:19])([CH3:17])[CH3:16], predict the reaction product. The product is: [CH2:10]([NH:12][C:13](=[O:14])[O:43][C@H:40]1[CH2:39][CH2:38][C@H:37]([C:24]2[CH:25]=[CH:26][C:27]([O:29][Si:30]([C:33]([CH3:34])([CH3:35])[CH3:36])([CH3:32])[CH3:31])=[CH:28][C:23]=2[O:22][Si:15]([C:18]([CH3:19])([CH3:20])[CH3:21])([CH3:17])[CH3:16])[CH2:42][CH2:41]1)[CH3:11]. (5) Given the reactants [OH:1][CH2:2][C:3]1([C:7]([O:9][CH2:10][CH3:11])=[O:8])[CH2:6][CH2:5][CH2:4]1.C(N(CC)CC)C.[CH3:19][S:20](Cl)(=[O:22])=[O:21], predict the reaction product. The product is: [CH3:19][S:20]([O:1][CH2:2][C:3]1([C:7]([O:9][CH2:10][CH3:11])=[O:8])[CH2:6][CH2:5][CH2:4]1)(=[O:22])=[O:21]. (6) The product is: [Cl:12][C:13]1[CH:18]=[C:17]([Cl:19])[CH:16]=[CH:15][C:14]=1[S:20]([N:1]1[C:9]2[C:4](=[CH:5][CH:6]=[CH:7][CH:8]=2)[C:3]([CH:10]=[O:11])=[CH:2]1)(=[O:22])=[O:21]. Given the reactants [NH:1]1[C:9]2[C:4](=[CH:5][CH:6]=[CH:7][CH:8]=2)[C:3]([CH:10]=[O:11])=[CH:2]1.[Cl:12][C:13]1[CH:18]=[C:17]([Cl:19])[CH:16]=[CH:15][C:14]=1[S:20](Cl)(=[O:22])=[O:21].C(N(C(C)C)CC)(C)C.C(=O)([O-])O.[Na+], predict the reaction product. (7) Given the reactants O.[NH2:2][NH2:3].Cl[C:5]1[S:6][C:7]([S:10][CH2:11][CH3:12])=[N:8][N:9]=1, predict the reaction product. The product is: [CH2:11]([S:10][C:7]1[S:6][C:5]([NH:2][NH2:3])=[N:9][N:8]=1)[CH3:12].